This data is from Reaction yield outcomes from USPTO patents with 853,638 reactions. The task is: Predict the reaction yield, written as a fraction of the theoretical maximum amount of product (1.0 means a 100% yield; for example, 0.34 means a 34% yield). (1) The reactants are [CH:1]1([NH:4][C:5]([NH:7][C:8]2[CH:13]=[CH:12][C:11]([O:14][C:15]3[CH:20]=[CH:19][N:18]=[C:17]4[CH:21]=[C:22]([C:24]5[CH:29]=[CH:28][C:27]([CH:30]=O)=[CH:26][N:25]=5)[S:23][C:16]=34)=[C:10]([F:32])[CH:9]=2)=[O:6])[CH2:3][CH2:2]1.[C:33]([N:40]1[CH2:45][CH2:44][NH:43][CH2:42][CH2:41]1)([O:35][C:36]([CH3:39])([CH3:38])[CH3:37])=[O:34].C(O)(=O)C.[BH-](OC(C)=O)(OC(C)=O)OC(C)=O.[Na+]. The catalyst is CN1C(=O)CCC1.CCOC(C)=O. The product is [CH:1]1([NH:4][C:5](=[O:6])[NH:7][C:8]2[CH:13]=[CH:12][C:11]([O:14][C:15]3[CH:20]=[CH:19][N:18]=[C:17]4[CH:21]=[C:22]([C:24]5[N:25]=[CH:26][C:27]([CH2:30][N:43]6[CH2:42][CH2:41][N:40]([C:33]([O:35][C:36]([CH3:39])([CH3:38])[CH3:37])=[O:34])[CH2:45][CH2:44]6)=[CH:28][CH:29]=5)[S:23][C:16]=34)=[C:10]([F:32])[CH:9]=2)[CH2:2][CH2:3]1. The yield is 0.410. (2) The reactants are [Cl:1][C:2]1[CH:10]=[C:6]([C:7]([OH:9])=O)[C:5]([OH:11])=[CH:4][CH:3]=1.[C:12]([C:15]1[CH:16]=[C:17]([CH:19]=[CH:20][CH:21]=1)[NH2:18])(=[O:14])[CH3:13]. No catalyst specified. The product is [Cl:1][C:2]1[CH:3]=[CH:4][C:5]([OH:11])=[C:6]([CH:10]=1)[C:7]([NH:18][C:17]1[CH:19]=[CH:20][CH:21]=[C:15]([C:12](=[O:14])[CH3:13])[CH:16]=1)=[O:9]. The yield is 0.800. (3) The reactants are [F:1][C:2]1[CH:3]=[C:4]([CH2:13][C:14]2[CH:23]=[CH:22][CH:21]=[CH:20][C:15]=2[C:16]([NH:18][CH3:19])=[O:17])[C:5]([CH3:12])=[C:6]2[C:11]=1[O:10][CH2:9][CH2:8][CH2:7]2.[Li]CCCC.[CH3:29][O:30][C:31]1([CH3:42])[C:36]([O:38][CH3:39])([CH3:37])[O:35][C@@H:34](C#N)[CH2:33][O:32]1. The catalyst is C1COCC1. The product is [CH3:39][O:38][C:36]1([CH3:37])[C:31]([O:30][CH3:29])([CH3:42])[O:32][C@@H:33]([C:19]2[NH:18][C:16](=[O:17])[C:15]3[C:14]([C:13]=2[C:4]2[C:5]([CH3:12])=[C:6]4[C:11](=[C:2]([F:1])[CH:3]=2)[O:10][CH2:9][CH2:8][CH2:7]4)=[CH:23][CH:22]=[CH:21][CH:20]=3)[CH2:34][O:35]1. The yield is 0.880. (4) The reactants are [CH:1]12[C:10](=[O:11])[O:9][C:7](=[O:8])[CH:2]1[CH2:3][CH2:4][CH2:5][CH2:6]2.[CH2:12]([CH:14]([CH2:17][CH2:18][CH2:19][CH3:20])[CH2:15][OH:16])[CH3:13].C(N(CC)CC)C.Cl[CH:29]([C:31]1[CH:36]=[CH:35][CH:34]=[CH:33][CH:32]=1)[CH3:30]. The catalyst is O. The product is [CH:2]1([C:7]([O:16][CH2:15][CH:14]([CH2:12][CH3:13])[CH2:17][CH2:18][CH2:19][CH3:20])=[O:8])[CH2:3][CH2:4][CH2:5][CH2:6][CH:1]1[C:10]([O:9][CH:29]([C:31]1[CH:36]=[CH:35][CH:34]=[CH:33][CH:32]=1)[CH3:30])=[O:11]. The yield is 0.700.